Dataset: Reaction yield outcomes from USPTO patents with 853,638 reactions. Task: Predict the reaction yield, written as a fraction of the theoretical maximum amount of product (1.0 means a 100% yield; for example, 0.34 means a 34% yield). (1) The reactants are [Br:1][CH2:2][C:3]1([CH3:9])[CH2:7][O:6][C:5](=[O:8])[NH:4]1.C(O[Cl:15])(C)(C)C. The catalyst is CO. The product is [Br:1][CH2:2][C:3]1([CH3:9])[CH2:7][O:6][C:5](=[O:8])[N:4]1[Cl:15]. The yield is 0.610. (2) The reactants are Cl[C:2]1[C:7]([CH2:8][CH2:9][O:10][CH3:11])=[C:6]([CH3:12])[N:5]=[C:4]([NH2:13])[N:3]=1.[CH2:14]([NH2:19])[CH2:15][CH2:16][CH2:17][CH3:18]. The catalyst is O1CCOCC1. The product is [NH2:13][C:4]1[N:3]=[C:2]([NH:19][CH2:14][CH2:15][CH2:16][CH2:17][CH3:18])[C:7]([CH2:8][CH2:9][O:10][CH3:11])=[C:6]([CH3:12])[N:5]=1. The yield is 0.575. (3) The reactants are [CH3:1][C:2]1[CH:7]=[CH:6][N:5]=[C:4]([S:8][CH3:9])[N:3]=1.[F:10][C:11]1[CH:21]=[CH:20][C:14]([C:15](OCC)=[O:16])=[CH:13][CH:12]=1.C[Si](C)(C)[N-][Si](C)(C)C.[Na+].[NH4+].[Cl-]. The catalyst is C1COCC1. The product is [F:10][C:11]1[CH:21]=[CH:20][C:14]([C:15](=[O:16])[CH2:1][C:2]2[CH:7]=[CH:6][N:5]=[C:4]([S:8][CH3:9])[N:3]=2)=[CH:13][CH:12]=1. The yield is 0.930.